This data is from Full USPTO retrosynthesis dataset with 1.9M reactions from patents (1976-2016). The task is: Predict the reactants needed to synthesize the given product. (1) Given the product [F:1][C:2]1[CH:9]=[CH:8][CH:7]=[C:6]([F:10])[C:3]=1[C:4]([N:13]([OH:14])[CH3:12])=[NH:5], predict the reactants needed to synthesize it. The reactants are: [F:1][C:2]1[CH:9]=[CH:8][CH:7]=[C:6]([F:10])[C:3]=1[C:4]#[N:5].Cl.[CH3:12][NH:13][OH:14].C(=O)([O-])[O-].[Na+].[Na+]. (2) Given the product [F:1][C:2]1[CH:7]=[C:6]([NH2:8])[CH:5]=[C:4]([N:11]([CH3:18])[C:12]2[CH:17]=[N:16][CH:15]=[N:14][CH:13]=2)[CH:3]=1, predict the reactants needed to synthesize it. The reactants are: [F:1][C:2]1[CH:3]=[C:4]([N:11]([CH3:18])[C:12]2[CH:13]=[N:14][CH:15]=[N:16][CH:17]=2)[CH:5]=[C:6]([N+:8]([O-])=O)[CH:7]=1.Cl[Sn]Cl.[OH-].[Na+].